From a dataset of Full USPTO retrosynthesis dataset with 1.9M reactions from patents (1976-2016). Predict the reactants needed to synthesize the given product. (1) The reactants are: [CH3:1][C:2]1[C:6]([S:7]([NH2:10])(=[O:9])=[O:8])=[C:5]([CH3:11])[O:4][N:3]=1.[Cl:12][C:13]1[CH:41]=[C:40]([F:42])[CH:39]=[CH:38][C:14]=1[CH2:15][O:16][C:17]1[CH:22]=[CH:21][CH:20]=[CH:19][C:18]=1[C:23]1[N:24]([C:29]2[CH:30]=[C:31]([CH:35]=[CH:36][CH:37]=2)[C:32](O)=[O:33])[C:25]([CH3:28])=[CH:26][CH:27]=1.C(C1NC=CN=1)(C1NC=CN=1)=O.C(N(C(C)C)CC)(C)C. Given the product [Cl:12][C:13]1[CH:41]=[C:40]([F:42])[CH:39]=[CH:38][C:14]=1[CH2:15][O:16][C:17]1[CH:22]=[CH:21][CH:20]=[CH:19][C:18]=1[C:23]1[N:24]([C:29]2[CH:30]=[C:31]([CH:35]=[CH:36][CH:37]=2)[C:32]([NH:10][S:7]([C:6]2[C:2]([CH3:1])=[N:3][O:4][C:5]=2[CH3:11])(=[O:9])=[O:8])=[O:33])[C:25]([CH3:28])=[CH:26][CH:27]=1, predict the reactants needed to synthesize it. (2) Given the product [O:10]1[CH:11]=[CH:12][C:8]([NH:7][CH2:13][C@@H:14]2[O:18][C:17](=[O:19])[N:16]([C:20]3[CH:25]=[CH:24][C:23]([N:26]4[CH:30]=[CH:29][N:28]=[CH:27]4)=[C:22]([F:31])[CH:21]=3)[CH2:15]2)=[N:9]1, predict the reactants needed to synthesize it. The reactants are: ClC(Cl)(Cl)COC([N:7]([CH2:13][C@@H:14]1[O:18][C:17](=[O:19])[N:16]([C:20]2[CH:25]=[CH:24][C:23]([N:26]3[CH:30]=[CH:29][N:28]=[CH:27]3)=[C:22]([F:31])[CH:21]=2)[CH2:15]1)[C:8]1[CH:12]=[CH:11][O:10][N:9]=1)=O. (3) Given the product [CH2:1]([O:8][C:9]1[C:13]2([CH2:14][CH2:15][N:16]([O:19][CH3:20])[CH2:17][CH2:18]2)[N:12]([CH2:32][CH:33]2[CH2:35][CH2:34]2)[C:11](=[O:21])[C:10]=1[C:22]1[C:23]([CH3:30])=[CH:24][C:25]([CH3:29])=[CH:26][C:27]=1[CH3:28])[C:2]1[CH:7]=[CH:6][CH:5]=[CH:4][CH:3]=1, predict the reactants needed to synthesize it. The reactants are: [CH2:1]([O:8][C:9]1[C:13]2([CH2:18][CH2:17][N:16]([O:19][CH3:20])[CH2:15][CH2:14]2)[NH:12][C:11](=[O:21])[C:10]=1[C:22]1[C:27]([CH3:28])=[CH:26][C:25]([CH3:29])=[CH:24][C:23]=1[CH3:30])[C:2]1[CH:7]=[CH:6][CH:5]=[CH:4][CH:3]=1.Br[CH2:32][CH:33]1[CH2:35][CH2:34]1.CC(C)([O-])C.[K+]. (4) Given the product [ClH:30].[CH3:29][CH:10]1[CH2:9][NH:8][CH2:12][CH:11]1[C:13]1[NH:18][C:17](=[O:19])[C:16]2=[CH:20][N:21]=[C:22]([CH:23]3[CH2:28][CH2:27][O:26][CH2:25][CH2:24]3)[N:15]2[N:14]=1, predict the reactants needed to synthesize it. The reactants are: C(OC([N:8]1[CH2:12][CH:11]([C:13]2[NH:18][C:17](=[O:19])[C:16]3=[CH:20][N:21]=[C:22]([CH:23]4[CH2:28][CH2:27][O:26][CH2:25][CH2:24]4)[N:15]3[N:14]=2)[CH:10]([CH3:29])[CH2:9]1)=O)(C)(C)C.[ClH:30]. (5) Given the product [CH3:1][O:2][C:3]1[CH:4]=[CH:5][C:6]([CH:9]([NH:18][CH:19]([C:26]2[N:27]([C:31]([O:33][C:34]([CH3:35])([CH3:37])[CH3:36])=[O:32])[CH:28]=[CH:29][CH:30]=2)[CH2:20][NH:44][C@@H:45]([CH2:46][CH:47]([CH3:49])[CH3:48])[C:50]([O:52][CH3:53])=[O:51])[C:10]2[CH:11]=[CH:12][C:13]([O:16][CH3:17])=[CH:14][CH:15]=2)=[CH:7][CH:8]=1, predict the reactants needed to synthesize it. The reactants are: [CH3:1][O:2][C:3]1[CH:8]=[CH:7][C:6]([CH:9]([NH:18][CH:19]([C:26]2[N:27]([C:31]([O:33][C:34]([CH3:37])([CH3:36])[CH3:35])=[O:32])[CH:28]=[CH:29][CH:30]=2)[C:20](N(OC)C)=O)[C:10]2[CH:15]=[CH:14][C:13]([O:16][CH3:17])=[CH:12][CH:11]=2)=[CH:5][CH:4]=1.[H-].[H-].[H-].[H-].[Li+].[Al+3].[NH2:44][C@H:45]([C:50]([O:52][CH3:53])=[O:51])[CH2:46][CH:47]([CH3:49])[CH3:48].Cl.[BH-](OC(C)=O)(OC(C)=O)OC(C)=O.[Na+]. (6) Given the product [CH2:1]([O:3][C:4]1[S:5][C:6]([C:17]([NH2:26])=[O:19])=[C:7]2[C:15]=1[C:14]1[N:13]([CH3:16])[N:12]=[CH:11][C:10]=1[CH2:9][CH2:8]2)[CH3:2], predict the reactants needed to synthesize it. The reactants are: [CH2:1]([O:3][C:4]1[S:5][C:6]([C:17]([OH:19])=O)=[C:7]2[C:15]=1[C:14]1[N:13]([CH3:16])[N:12]=[CH:11][C:10]=1[CH2:9][CH2:8]2)[CH3:2].C1C=CC2N(O)N=[N:26]C=2C=1.N.CCN=C=NCCCN(C)C. (7) The reactants are: Cl.C(N=C=NCCCN(C)C)C.O.ON1C2C=CC=CC=2N=N1.Cl.[Cl:25][C:26]1[CH:38]=[CH:37][C:29]([O:30][CH:31]2[CH2:36][CH2:35][NH:34][CH2:33][CH2:32]2)=[CH:28][CH:27]=1.[C:39]([O:43][C:44]([NH:46][C@H:47]([C:51](O)=[O:52])[CH:48]([CH3:50])[CH3:49])=[O:45])([CH3:42])([CH3:41])[CH3:40].CN1CCOCC1.Cl. Given the product [C:39]([O:43][C:44](=[O:45])[NH:46][C@H:47]([C:51]([N:34]1[CH2:33][CH2:32][CH:31]([O:30][C:29]2[CH:37]=[CH:38][C:26]([Cl:25])=[CH:27][CH:28]=2)[CH2:36][CH2:35]1)=[O:52])[CH:48]([CH3:49])[CH3:50])([CH3:40])([CH3:42])[CH3:41], predict the reactants needed to synthesize it. (8) Given the product [N:1]1([CH2:17][C:18]2[CH:23]=[CH:22][N:21]=[C:20]([NH:24][C:25](=[O:31])[O:26][C:27]([CH3:29])([CH3:28])[CH3:30])[CH:19]=2)[CH2:6][CH2:5][O:4][CH2:3][CH2:2]1, predict the reactants needed to synthesize it. The reactants are: [NH:1]1[CH2:6][CH2:5][O:4][CH2:3][CH2:2]1.C(N(C(C)C)CC)(C)C.Br[CH2:17][C:18]1[CH:23]=[CH:22][N:21]=[C:20]([NH:24][C:25](=[O:31])[O:26][C:27]([CH3:30])([CH3:29])[CH3:28])[CH:19]=1. (9) Given the product [CH3:1][O:2][CH:3]([O:18][CH3:17])[CH2:4][C:5]1[CH:6]=[C:7]2[C:11](=[CH:12][CH:13]=1)[C:10](=[O:14])[O:9][C:8]2([CH3:16])[CH3:15], predict the reactants needed to synthesize it. The reactants are: [CH3:1][O:2][CH:3]=[CH:4][C:5]1[CH:6]=[C:7]2[C:11](=[CH:12][CH:13]=1)[C:10](=[O:14])[O:9][C:8]2([CH3:16])[CH3:15].[CH3:17][OH:18].